Regression. Given a peptide amino acid sequence and an MHC pseudo amino acid sequence, predict their binding affinity value. This is MHC class II binding data. From a dataset of Peptide-MHC class II binding affinity with 134,281 pairs from IEDB. (1) The peptide sequence is YANYRDIDLGRNEVV. The MHC is DRB1_0701 with pseudo-sequence DRB1_0701. The binding affinity (normalized) is 0.346. (2) The peptide sequence is RPAEVRKVCYNAVLT. The MHC is DRB1_0901 with pseudo-sequence DRB1_0901. The binding affinity (normalized) is 0.611. (3) The binding affinity (normalized) is 0.415. The peptide sequence is KFLANVSTVLTGKYR. The MHC is DRB1_1101 with pseudo-sequence DRB1_1101. (4) The peptide sequence is KKSGARSNVTFTVNQTS. The MHC is HLA-DQA10102-DQB10501 with pseudo-sequence HLA-DQA10102-DQB10501. The binding affinity (normalized) is 0.525.